This data is from Reaction yield outcomes from USPTO patents with 853,638 reactions. The task is: Predict the reaction yield, written as a fraction of the theoretical maximum amount of product (1.0 means a 100% yield; for example, 0.34 means a 34% yield). The reactants are C([O-])=O.[NH4+].[F:5][C:6]1[CH:24]=[CH:23][CH:22]=[CH:21][C:7]=1[CH2:8][C:9]1[C:17]2[C:12](=[CH:13][CH:14]=[C:15]([N+:18]([O-])=O)[CH:16]=2)[NH:11][N:10]=1. The catalyst is CO.C1COCC1.CO.[Pd]. The product is [F:5][C:6]1[CH:24]=[CH:23][CH:22]=[CH:21][C:7]=1[CH2:8][C:9]1[C:17]2[C:12](=[CH:13][CH:14]=[C:15]([NH2:18])[CH:16]=2)[NH:11][N:10]=1. The yield is 0.880.